From a dataset of Forward reaction prediction with 1.9M reactions from USPTO patents (1976-2016). Predict the product of the given reaction. (1) Given the reactants FC(F)(F)C1C=C(NC(=O)NC2C=CC(C3SC(CCC(O)=O)=NC=3)=CC=2)C=CC=1.[Cl:31][C:32]1[CH:33]=[C:34]([NH:38][C:39](=[O:62])[NH:40][C:41]2[CH:46]=[CH:45][C:44]([C:47]3[O:51][C:50]([CH:52]4[CH2:57][CH2:56][CH:55]([C:58]([O:60]C)=[O:59])[CH2:54][CH2:53]4)=[N:49][CH:48]=3)=[CH:43][CH:42]=2)[CH:35]=[CH:36][CH:37]=1, predict the reaction product. The product is: [Cl:31][C:32]1[CH:33]=[C:34]([NH:38][C:39](=[O:62])[NH:40][C:41]2[CH:42]=[CH:43][C:44]([C:47]3[O:51][C:50]([CH:52]4[CH2:53][CH2:54][CH:55]([C:58]([OH:60])=[O:59])[CH2:56][CH2:57]4)=[N:49][CH:48]=3)=[CH:45][CH:46]=2)[CH:35]=[CH:36][CH:37]=1. (2) Given the reactants [NH2:1][C:2]1[C:7]2[CH2:8][N:9]([CH:12]([C:14]3[CH:15]=[N:16][C:17]([O:21][CH2:22][C:23]([F:26])([F:25])[F:24])=[C:18]([CH3:20])[CH:19]=3)[CH3:13])[C:10](=[O:11])[C:6]=2[CH:5]=[CH:4][N:3]=1.[Cl:27][CH2:28][C:29](Cl)=[O:30], predict the reaction product. The product is: [Cl:27][CH2:28][C:29]([NH:1][C:2]1[C:7]2[CH2:8][N:9]([CH:12]([C:14]3[CH:15]=[N:16][C:17]([O:21][CH2:22][C:23]([F:25])([F:26])[F:24])=[C:18]([CH3:20])[CH:19]=3)[CH3:13])[C:10](=[O:11])[C:6]=2[CH:5]=[CH:4][N:3]=1)=[O:30]. (3) Given the reactants C([O:9][CH:10]1[CH2:15][CH2:14][N:13]([C:16]2[S:17][C:18]3[C:23](=[O:24])[NH:22][C:21]([CH2:25][CH2:26][C:27]([O:29][CH3:30])=[O:28])=[N:20][C:19]=3[N:31]=2)[CH2:12][CH2:11]1)(=O)CCC(OC)=O.C[O-].[Na+], predict the reaction product. The product is: [OH:9][CH:10]1[CH2:15][CH2:14][N:13]([C:16]2[S:17][C:18]3[C:23](=[O:24])[NH:22][C:21]([CH2:25][CH2:26][C:27]([O:29][CH3:30])=[O:28])=[N:20][C:19]=3[N:31]=2)[CH2:12][CH2:11]1. (4) Given the reactants [CH3:1][O:2][C:3]1[CH:8]=[CH:7][C:6]([N+:9]([O-:11])=[O:10])=[CH:5][C:4]=1[CH2:12][C:13]([OH:15])=O.C(Cl)CCl.C[CH2:21][N:22](CC)[CH2:23]C.Cl.CNC, predict the reaction product. The product is: [CH3:1][O:2][C:3]1[CH:8]=[CH:7][C:6]([N+:9]([O-:11])=[O:10])=[CH:5][C:4]=1[CH2:12][C:13]([N:22]([CH3:23])[CH3:21])=[O:15]. (5) Given the reactants Cl.[C:2]([O:6][C:7](=[O:11])[CH2:8][CH2:9][NH2:10])([CH3:5])([CH3:4])[CH3:3].Cl[C:13](Cl)([O:15]C(=O)OC(Cl)(Cl)Cl)Cl, predict the reaction product. The product is: [N:10]([CH2:9][CH2:8][C:7]([O:6][C:2]([CH3:5])([CH3:4])[CH3:3])=[O:11])=[C:13]=[O:15]. (6) Given the reactants [C:1]([C:4]1[CH:9]=[CH:8][C:7]([NH:10][CH2:11][C@@H:12]([NH:16]C(=O)OC(C)(C)C)[CH2:13][O:14][CH3:15])=[CH:6][C:5]=1[NH:24][C:25]1[S:29][N:28]=[C:27]([CH3:30])[CH:26]=1)(=[O:3])[NH2:2].[C:31]([OH:37])([C:33]([F:36])([F:35])[F:34])=[O:32], predict the reaction product. The product is: [NH2:16][C@@H:12]([CH2:13][O:14][CH3:15])[CH2:11][NH:10][C:7]1[CH:8]=[CH:9][C:4]([C:1]([NH2:2])=[O:3])=[C:5]([NH:24][C:25]2[S:29][N:28]=[C:27]([CH3:30])[CH:26]=2)[CH:6]=1.[C:31]([OH:37])([C:33]([F:36])([F:35])[F:34])=[O:32]. (7) Given the reactants C[O:2][C:3](=[O:16])[C:4]1[CH:9]=[CH:8][C:7]([O:10][CH2:11][CH2:12][N:13]([CH3:15])[CH3:14])=[CH:6][CH:5]=1.[OH-].[Li+], predict the reaction product. The product is: [CH3:14][N:13]([CH3:15])[CH2:12][CH2:11][O:10][C:7]1[CH:8]=[CH:9][C:4]([C:3]([OH:16])=[O:2])=[CH:5][CH:6]=1. (8) Given the reactants Br[C:2]1[CH:7]=[CH:6][CH:5]=[CH:4][C:3]=1[N:8]1[C:20]2[CH:19]=[CH:18][CH:17]=[CH:16][C:15]=2C2C1=CC=CC=2.[CH3:21][CH2:22][CH2:23][CH2:24][CH2:25][CH3:26].[CH2:27]([Li])[CH2:28][CH2:29][CH3:30].[B:32]([O:37]C)(OC)[O:33]C.Cl.O1CC[CH2:42][CH2:41]1, predict the reaction product. The product is: [CH:23]1[C:22]2[N:8]([C:3]3[CH:4]=[CH:5][C:6]([C:28]4[C:29]([B:32]([OH:37])[OH:33])=[CH:30][CH:41]=[CH:42][CH:27]=4)=[CH:7][CH:2]=3)[C:20]3[C:15](=[CH:16][CH:17]=[CH:18][CH:19]=3)[C:21]=2[CH:26]=[CH:25][CH:24]=1.